Dataset: NCI-60 drug combinations with 297,098 pairs across 59 cell lines. Task: Regression. Given two drug SMILES strings and cell line genomic features, predict the synergy score measuring deviation from expected non-interaction effect. (1) Drug 2: CC1=CC2C(CCC3(C2CCC3(C(=O)C)OC(=O)C)C)C4(C1=CC(=O)CC4)C. Synergy scores: CSS=-5.64, Synergy_ZIP=10.4, Synergy_Bliss=7.07, Synergy_Loewe=-0.668, Synergy_HSA=-0.837. Cell line: COLO 205. Drug 1: CC1=C(C=C(C=C1)NC2=NC=CC(=N2)N(C)C3=CC4=NN(C(=C4C=C3)C)C)S(=O)(=O)N.Cl. (2) Drug 1: CC1=C(C(CCC1)(C)C)C=CC(=CC=CC(=CC(=O)O)C)C. Drug 2: CN(CCCl)CCCl.Cl. Cell line: HOP-92. Synergy scores: CSS=25.9, Synergy_ZIP=-5.65, Synergy_Bliss=-1.83, Synergy_Loewe=-2.32, Synergy_HSA=2.60. (3) Drug 1: CCCCCOC(=O)NC1=NC(=O)N(C=C1F)C2C(C(C(O2)C)O)O. Drug 2: CNC(=O)C1=NC=CC(=C1)OC2=CC=C(C=C2)NC(=O)NC3=CC(=C(C=C3)Cl)C(F)(F)F. Cell line: UACC62. Synergy scores: CSS=-1.65, Synergy_ZIP=1.61, Synergy_Bliss=1.78, Synergy_Loewe=-0.113, Synergy_HSA=-1.19. (4) Drug 1: C(CN)CNCCSP(=O)(O)O. Drug 2: C1C(C(OC1N2C=NC3=C2NC=NCC3O)CO)O. Cell line: SNB-19. Synergy scores: CSS=-0.777, Synergy_ZIP=2.41, Synergy_Bliss=3.32, Synergy_Loewe=0.636, Synergy_HSA=-0.793. (5) Drug 1: CS(=O)(=O)CCNCC1=CC=C(O1)C2=CC3=C(C=C2)N=CN=C3NC4=CC(=C(C=C4)OCC5=CC(=CC=C5)F)Cl. Drug 2: CN(C(=O)NC(C=O)C(C(C(CO)O)O)O)N=O. Cell line: UACC-257. Synergy scores: CSS=-0.986, Synergy_ZIP=1.03, Synergy_Bliss=0.997, Synergy_Loewe=-1.05, Synergy_HSA=-0.676.